From a dataset of Forward reaction prediction with 1.9M reactions from USPTO patents (1976-2016). Predict the product of the given reaction. (1) Given the reactants [CH2:1]([C:3]1[NH:4][C:5]2[C:10]([C:11](=O)[C:12]=1[C:13]1[CH:18]=[CH:17][CH:16]=[CH:15][N:14]=1)=[CH:9][C:8]([F:20])=[CH:7][CH:6]=2)[CH3:2].O.C([O-])(O)=O.[Na+].O=P(Cl)(Cl)[Cl:29], predict the reaction product. The product is: [Cl:29][C:11]1[C:10]2[C:5](=[CH:6][CH:7]=[C:8]([F:20])[CH:9]=2)[N:4]=[C:3]([CH2:1][CH3:2])[C:12]=1[C:13]1[CH:18]=[CH:17][CH:16]=[CH:15][N:14]=1. (2) Given the reactants CC([N:5]([C:9]1[CH:13]=[C:12]([CH3:14])[N:11]([CH2:15][C:16]2[CH:21]=[C:20]([Cl:22])[CH:19]=[CH:18][C:17]=2[O:23][CH2:24][C:25]2[CH:30]=[CH:29][CH:28]=[CH:27][CH:26]=2)[N:10]=1)C(=O)[O-])(C)C.Cl, predict the reaction product. The product is: [Cl:22][C:20]1[CH:19]=[CH:18][C:17]([O:23][CH2:24][C:25]2[CH:26]=[CH:27][CH:28]=[CH:29][CH:30]=2)=[C:16]([CH2:15][N:11]2[C:12]([CH3:14])=[CH:13][C:9]([NH2:5])=[N:10]2)[CH:21]=1.